Predict the reactants needed to synthesize the given product. From a dataset of Full USPTO retrosynthesis dataset with 1.9M reactions from patents (1976-2016). (1) The reactants are: [CH2:1]([OH:9])[CH2:2][CH2:3][CH2:4][CH2:5][CH2:6][CH2:7][OH:8].[H-].[Na+].Br[CH2:13][CH2:14][CH2:15][CH2:16][CH2:17][CH2:18][CH3:19]. Given the product [CH2:13]([O:8][CH2:7][CH2:6][CH2:5][CH2:4][CH2:3][CH2:2][CH2:1][OH:9])[CH2:14][CH2:15][CH2:16][CH2:17][CH2:18][CH3:19], predict the reactants needed to synthesize it. (2) Given the product [Cl:18][C:15]1[CH:14]=[CH:13][C:12]([CH:8]2[CH2:7][CH:6]([S:33][C:29]3[CH:30]=[CH:31][CH:32]=[C:27]([C:26]([F:25])([F:34])[F:35])[CH:28]=3)[CH2:11][CH2:10][O:9]2)=[CH:17][CH:16]=1, predict the reactants needed to synthesize it. The reactants are: CS(O[CH:6]1[CH2:11][CH2:10][O:9][CH:8]([C:12]2[CH:17]=[CH:16][C:15]([Cl:18])=[CH:14][CH:13]=2)[CH2:7]1)(=O)=O.C([O-])([O-])=O.[K+].[K+].[F:25][C:26]([F:35])([F:34])[C:27]1[CH:28]=[C:29]([SH:33])[CH:30]=[CH:31][CH:32]=1. (3) Given the product [CH3:11][CH:19]1[CH2:20][NH:21][CH2:22][CH2:23][N:18]1[C:3]1[CH:10]=[CH:9][C:6]([CH:7]=[O:8])=[CH:5][CH:4]=1, predict the reactants needed to synthesize it. The reactants are: O.F[C:3]1[CH:10]=[CH:9][C:6]([CH:7]=[O:8])=[CH:5][CH:4]=1.[C:11](=O)([O-])[O-].[Na+].[Na+].C[N:18]1[CH2:23][CH2:22][NH:21][CH2:20][CH2:19]1.